Dataset: Full USPTO retrosynthesis dataset with 1.9M reactions from patents (1976-2016). Task: Predict the reactants needed to synthesize the given product. (1) Given the product [CH3:10][NH:11][NH:12][C:8]([C:3]1[C:2]([CH3:1])=[CH:7][CH:6]=[CH:5][N:4]=1)=[NH:9], predict the reactants needed to synthesize it. The reactants are: [CH3:1][C:2]1[C:3]([C:8]#[N:9])=[N:4][CH:5]=[CH:6][CH:7]=1.[CH3:10][NH:11][NH2:12]. (2) Given the product [F:30][C:2]1([F:1])[CH2:7][CH2:6][CH2:5][N:4]([C:8]2[CH:13]=[CH:12][C:11]([C:14]3[O:18][N:17]=[C:16]([C:19]4[CH:24]=[CH:23][CH:22]=[CH:21][C:20]=4[O:25][CH3:26])[N:15]=3)=[CH:10][C:9]=2[NH2:27])[CH2:3]1, predict the reactants needed to synthesize it. The reactants are: [F:1][C:2]1([F:30])[CH2:7][CH2:6][CH2:5][N:4]([C:8]2[CH:13]=[CH:12][C:11]([C:14]3[O:18][N:17]=[C:16]([C:19]4[CH:24]=[CH:23][CH:22]=[CH:21][C:20]=4[O:25][CH3:26])[N:15]=3)=[CH:10][C:9]=2[N+:27]([O-])=O)[CH2:3]1. (3) Given the product [C:58]([O:62][C:63]([NH:65][C:66]([NH:68][C:19]([C:5]1[CH:6]=[N:7][N:8]([C:9]2[CH:10]=[C:11]3[C:16](=[CH:17][CH:18]=2)[N:15]=[CH:14][CH:13]=[CH:12]3)[C:4]=1[CH:1]([CH3:2])[CH3:3])=[O:20])=[NH:67])=[O:64])([CH3:61])([CH3:59])[CH3:60], predict the reactants needed to synthesize it. The reactants are: [CH:1]([C:4]1[N:8]([C:9]2[CH:10]=[C:11]3[C:16](=[CH:17][CH:18]=2)[N:15]=[CH:14][CH:13]=[CH:12]3)[N:7]=[CH:6][C:5]=1[C:19](O)=[O:20])([CH3:3])[CH3:2].C(N(CC)C(C)C)(C)C.F[P-](F)(F)(F)(F)F.N1(O[P+](N(C)C)(N(C)C)N(C)C)C2C=CC=CC=2N=N1.[C:58]([O:62][C:63]([NH:65][C:66]([NH2:68])=[NH:67])=[O:64])([CH3:61])([CH3:60])[CH3:59]. (4) Given the product [CH2:1]([O:8][C:9]1[CH:10]=[C:11]([C:15]2[N:16]=[C:17]([CH:25]3[CH2:28][C:27]([CH3:30])([OH:29])[CH2:26]3)[N:18]3[CH:23]=[CH:22][N:21]=[C:20]([Cl:24])[C:19]=23)[CH:12]=[CH:13][CH:14]=1)[C:2]1[CH:7]=[CH:6][CH:5]=[CH:4][CH:3]=1, predict the reactants needed to synthesize it. The reactants are: [CH2:1]([O:8][C:9]1[CH:10]=[C:11]([C:15]2[N:16]=[C:17]([CH:25]3[CH2:28][C:27](=[O:29])[CH2:26]3)[N:18]3[CH:23]=[CH:22][N:21]=[C:20]([Cl:24])[C:19]=23)[CH:12]=[CH:13][CH:14]=1)[C:2]1[CH:7]=[CH:6][CH:5]=[CH:4][CH:3]=1.[CH3:30][Mg+].[Br-]. (5) Given the product [CH3:44][C:45]1[CH:46]=[C:47]([NH:48][C:19]([C:14]2[CH:15]=[C:16]3[C:11](=[CH:12][CH:13]=2)[C:10](=[O:22])[N:9]([C:3]2[C:2]([Cl:1])=[CH:7][CH:6]=[CH:5][C:4]=2[Cl:8])[C:17]3=[O:18])=[O:20])[CH:49]=[CH:50][C:51]=1[CH3:52], predict the reactants needed to synthesize it. The reactants are: [Cl:1][C:2]1[CH:7]=[CH:6][CH:5]=[C:4]([Cl:8])[C:3]=1[N:9]1[C:17](=[O:18])[C:16]2[C:11](=[CH:12][CH:13]=[C:14]([C:19](O)=[O:20])[CH:15]=2)[C:10]1=[O:22].CCN=C=NCCCN(C)C.C1C=CC2N(O)N=NC=2C=1.[CH3:44][C:45]1[CH:46]=[C:47]([CH:49]=[CH:50][C:51]=1[CH3:52])[NH2:48]. (6) Given the product [CH3:9][CH:10]1[CH2:15][CH2:14][N:13]([CH2:16][CH2:17][CH2:18][C:19]([C:21]2[CH:22]=[CH:23][C:24]([F:27])=[CH:25][CH:26]=2)=[O:20])[CH2:12][CH2:11]1, predict the reactants needed to synthesize it. The reactants are: P([O-])([O-])([O-])=O.[Na+].[Na+].[Na+].[CH3:9][CH:10]1[CH2:15][CH2:14][N:13]([CH2:16][CH2:17][CH2:18][C:19]([C:21]2[CH:26]=[CH:25][C:24]([F:27])=[CH:23][CH:22]=2)=[O:20])[CH2:12][CH2:11]1.Cl. (7) Given the product [C:8]([C:12]1[NH:13][C:14]2[C:27]3[CH:26]=[N:25][NH:24][C:23](=[O:28])[C:22]=3[C:21]3[C:16](=[CH:17][CH:18]=[C:19]([F:30])[CH:20]=3)[C:15]=2[N:31]=1)([CH3:11])([CH3:9])[CH3:10], predict the reactants needed to synthesize it. The reactants are: OC(C(F)(F)F)=O.[C:8]([C:12]1[NH:13][C:14]2[C:27]3[CH:26]=[N:25][N:24]=[C:23]([O:28]C)[C:22]=3[C:21]3[C:16](=[CH:17][CH:18]=[C:19]([F:30])[CH:20]=3)[C:15]=2[N:31]=1)([CH3:11])([CH3:10])[CH3:9].Cl.[OH-].[Na+]. (8) Given the product [C:14]([O:18][C:19]([N:9]1[C:10]2[C:6](=[CH:5][C:4]([N+:1]([O-:3])=[O:2])=[CH:12][CH:11]=2)[C:7](=[O:13])[NH:8]1)=[O:20])([CH3:17])([CH3:16])[CH3:15], predict the reactants needed to synthesize it. The reactants are: [N+:1]([C:4]1[CH:5]=[C:6]2[C:10](=[CH:11][CH:12]=1)[NH:9][NH:8][C:7]2=[O:13])([O-:3])=[O:2].[C:14]([O:18][C:19](O[C:19]([O:18][C:14]([CH3:17])([CH3:16])[CH3:15])=[O:20])=[O:20])([CH3:17])([CH3:16])[CH3:15]. (9) Given the product [F:1][C:2]1[C:7]([C:8]#[N:9])=[C:6]([C:17]2[CH:22]=[CH:21][CH:20]=[CH:19][N:18]=2)[C:5]([O:11][CH3:12])=[C:4]([O:13][CH3:14])[CH:3]=1, predict the reactants needed to synthesize it. The reactants are: [F:1][C:2]1[C:7]([C:8]#[N:9])=[C:6](I)[C:5]([O:11][CH3:12])=[C:4]([O:13][CH3:14])[CH:3]=1.B([O-])O[C:17]1[CH:22]=[CH:21][CH:20]=[CH:19][N:18]=1.C(=O)([O-])[O-].[Na+].[Na+].C1(P(C2C=CC=CC=2)C2C=CC=CC=2)C=CC=CC=1.